This data is from Forward reaction prediction with 1.9M reactions from USPTO patents (1976-2016). The task is: Predict the product of the given reaction. (1) Given the reactants [CH3:1][O:2][C:3]1[CH:8]=[CH:7][CH:6]=[C:5]([O:9][CH3:10])[C:4]=1B(O)O.Br[C:15]1[CH:16]=[C:17]2[C:22](=[CH:23][CH:24]=1)[C:21]([CH3:26])([CH3:25])[CH2:20][CH2:19][C:18]2([CH3:28])[CH3:27].C(=O)([O-])[O-].[K+].[K+], predict the reaction product. The product is: [CH3:1][O:2][C:3]1[CH:8]=[CH:7][CH:6]=[C:5]([O:9][CH3:10])[C:4]=1[C:24]1[CH:23]=[C:22]2[C:17](=[CH:16][CH:15]=1)[C:18]([CH3:28])([CH3:27])[CH2:19][CH2:20][C:21]2([CH3:26])[CH3:25]. (2) Given the reactants [F:1][C:2]1[CH:3]=[C:4]([Mg]Br)[CH:5]=[CH:6][CH:7]=1.[F:10][C:11]([F:29])([F:28])[C:12]1[N:16]2[N:17]=[C:18]([N:21]3[CH2:26][CH2:25][C:24](=[O:27])[CH2:23][CH2:22]3)[CH:19]=[CH:20][C:15]2=[N:14][N:13]=1, predict the reaction product. The product is: [F:1][C:2]1[CH:3]=[C:4]([C:24]2([OH:27])[CH2:25][CH2:26][N:21]([C:18]3[CH:19]=[CH:20][C:15]4[N:16]([C:12]([C:11]([F:29])([F:28])[F:10])=[N:13][N:14]=4)[N:17]=3)[CH2:22][CH2:23]2)[CH:5]=[CH:6][CH:7]=1. (3) The product is: [OH:1][C@@H:2]1[CH2:7][CH2:6][CH2:5][N:4]([C:14]([O:16][C:17]([CH3:20])([CH3:19])[CH3:18])=[O:15])[CH2:3]1. Given the reactants [OH:1][C@@H:2]1[CH2:7][CH2:6][CH2:5][NH:4][CH2:3]1.C(=O)([O-])[O-].[Na+].[Na+].[C:14](O[C:14]([O:16][C:17]([CH3:20])([CH3:19])[CH3:18])=[O:15])([O:16][C:17]([CH3:20])([CH3:19])[CH3:18])=[O:15], predict the reaction product. (4) Given the reactants [CH3:1][O:2][C:3]([C:5]1[CH:14]=[C:13]([OH:15])[C:12]2[C:7](=[CH:8][CH:9]=[C:10]([F:16])[CH:11]=2)[CH:6]=1)=[O:4].C(=O)([O-])[O-].[K+].[K+].[CH2:23](Br)[C:24]1[CH:29]=[CH:28][CH:27]=[CH:26][CH:25]=1, predict the reaction product. The product is: [CH3:1][O:2][C:3]([C:5]1[CH:14]=[C:13]([O:15][CH2:23][C:24]2[CH:29]=[CH:28][CH:27]=[CH:26][CH:25]=2)[C:12]2[C:7](=[CH:8][CH:9]=[C:10]([F:16])[CH:11]=2)[CH:6]=1)=[O:4]. (5) Given the reactants Cl[C:2]1[N:3]=[N:4][C:5]([N:8]2[CH2:14][CH2:13][CH2:12][NH:11][CH2:10][CH2:9]2)=[CH:6][CH:7]=1, predict the reaction product. The product is: [NH3:3].[N:3]1[CH:2]=[CH:7][CH:6]=[C:5]([N:8]2[CH2:14][CH2:13][CH2:12][NH:11][CH2:10][CH2:9]2)[N:4]=1. (6) Given the reactants Cl[S:2]([OH:5])(=O)=[O:3].[NH:6]([C:13]1[N:18]=[C:17]([C:19]2[N:23]([CH2:24][CH3:25])[C:22]([CH3:26])=[N:21][CH:20]=2)[CH:16]=[CH:15][N:14]=1)[C:7]1[CH:12]=[CH:11][CH:10]=[CH:9][CH:8]=1.[CH2:27]([CH2:29][NH2:30])[OH:28], predict the reaction product. The product is: [CH2:24]([N:23]1[C:19]([C:17]2[CH:16]=[CH:15][N:14]=[C:13]([NH:6][C:7]3[CH:12]=[CH:11][C:10]([S:2](=[O:5])(=[O:3])[NH:30][CH2:29][CH2:27][OH:28])=[CH:9][CH:8]=3)[N:18]=2)=[CH:20][N:21]=[C:22]1[CH3:26])[CH3:25]. (7) Given the reactants [C:1]([N:8]([CH2:16][C:17]1[C:26]2[C:21](=[CH:22][CH:23]=[CH:24][CH:25]=2)[C:20]([C:27]([O:29]C)=[O:28])=[CH:19][CH:18]=1)[CH2:9][C:10]1[N:11]([CH3:15])[CH:12]=[CH:13][N:14]=1)([O:3][C:4]([CH3:7])([CH3:6])[CH3:5])=[O:2].[OH-].[Na+].C1COCC1, predict the reaction product. The product is: [C:1]([N:8]([CH2:16][C:17]1[C:26]2[C:21](=[CH:22][CH:23]=[CH:24][CH:25]=2)[C:20]([C:27]([OH:29])=[O:28])=[CH:19][CH:18]=1)[CH2:9][C:10]1[N:11]([CH3:15])[CH:12]=[CH:13][N:14]=1)([O:3][C:4]([CH3:7])([CH3:6])[CH3:5])=[O:2].